From a dataset of Reaction yield outcomes from USPTO patents with 853,638 reactions. Predict the reaction yield, written as a fraction of the theoretical maximum amount of product (1.0 means a 100% yield; for example, 0.34 means a 34% yield). (1) The reactants are [CH:1]1([Mg]Br)[CH2:3][CH2:2]1.Br[C:7]1[C:16]2[C:11](=[CH:12][CH:13]=[CH:14][CH:15]=2)[CH:10]=[CH:9][CH:8]=1. The catalyst is O1CCCC1.Cl[Ni]1(Cl)[P](C2C=CC=CC=2)(C2C=CC=CC=2)CCC[P]1(C1C=CC=CC=1)C1C=CC=CC=1. The product is [CH:1]1([C:15]2[C:16]3[C:11](=[CH:10][CH:9]=[CH:8][CH:7]=3)[CH:12]=[CH:13][CH:14]=2)[CH2:3][CH2:2]1. The yield is 0.760. (2) The yield is 0.300. The reactants are O=[C:2]([NH:13][CH2:14][C:15]([F:18])([F:17])[F:16])[C@H:3]([NH:5][C:6](=[O:12])[O:7][C:8]([CH3:11])([CH3:10])[CH3:9])[CH3:4].P12(SP3(SP(SP(S3)(S1)=S)(=S)S2)=S)=[S:20].C[Si](C)(C)O[Si](C)(C)C. The catalyst is C(Cl)Cl. The product is [S:20]=[C:2]([NH:13][CH2:14][C:15]([F:18])([F:17])[F:16])[C@H:3]([NH:5][C:6](=[O:12])[O:7][C:8]([CH3:11])([CH3:10])[CH3:9])[CH3:4]. (3) The reactants are [F:1][C:2]1[CH:17]=[CH:16][C:5]2[N:6]([CH2:11][C@H:12]([CH3:15])[CH2:13]I)[C:7](=[O:10])[CH2:8][O:9][C:4]=2[CH:3]=1.[CH2:18]([CH:22]1[CH2:27][CH2:26][NH:25][CH2:24][CH2:23]1)[CH2:19][CH2:20][CH3:21]. The catalyst is CC#N. The product is [CH2:18]([CH:22]1[CH2:27][CH2:26][N:25]([CH2:13][C@@H:12]([CH3:15])[CH2:11][N:6]2[C:5]3[CH:16]=[CH:17][C:2]([F:1])=[CH:3][C:4]=3[O:9][CH2:8][C:7]2=[O:10])[CH2:24][CH2:23]1)[CH2:19][CH2:20][CH3:21]. The yield is 0.630.